Predict the product of the given reaction. From a dataset of Forward reaction prediction with 1.9M reactions from USPTO patents (1976-2016). (1) Given the reactants Cl[C:2]1[C:7]([C:8]([F:11])([F:10])[F:9])=[CH:6][CH:5]=[C:4]([O:12][C:13]2[CH:18]=[CH:17][CH:16]=[C:15]([CH:19]=[C:20]3[CH2:29][CH2:28][C:23]4([O:27][CH2:26][CH2:25][O:24]4)[CH2:22][CH2:21]3)[CH:14]=2)[N:3]=1.[CH3:30][N:31](C=O)C, predict the reaction product. The product is: [O:27]1[C:23]2([CH2:28][CH2:29][C:20](=[CH:19][C:15]3[CH:14]=[C:13]([CH:18]=[CH:17][CH:16]=3)[O:12][C:4]3[N:3]=[C:2]([C:30]#[N:31])[C:7]([C:8]([F:11])([F:10])[F:9])=[CH:6][CH:5]=3)[CH2:21][CH2:22]2)[O:24][CH2:25][CH2:26]1. (2) Given the reactants [CH3:1][C:2]1[C:3]([NH2:8])=[N:4][CH:5]=[CH:6][CH:7]=1.C(N1[CH2:24][C:23]2[C:18](=[CH:19][CH:20]=[CH:21][CH:22]=2)[CH2:17]1)C1C=CC=CC=1, predict the reaction product. The product is: [CH3:1][C:2]1[C:3]([N:8]2[CH2:24][C:23]3[C:18](=[CH:19][CH:20]=[CH:21][CH:22]=3)[CH2:17]2)=[N:4][CH:5]=[CH:6][CH:7]=1. (3) Given the reactants [CH3:1][C:2]1[S:9][C:8]2[CH:7]=[CH:6][N:5]([CH2:10][C:11]3[CH:16]=[CH:15][C:14]([C:17]([F:20])([F:19])[F:18])=[CH:13][CH:12]=3)[C:4]=2[C:3]=1[C:21](O)=[O:22].C[O:25][C:26](=[O:36])[C:27]1[CH:32]=[CH:31][C:30]([C@@H:33]([NH2:35])[CH3:34])=[CH:29][CH:28]=1.Cl.C(N=C=NCCCN(C)C)C.CN1CCOCC1.[Li+].[OH-], predict the reaction product. The product is: [CH3:1][C:2]1[S:9][C:8]2[CH:7]=[CH:6][N:5]([CH2:10][C:11]3[CH:12]=[CH:13][C:14]([C:17]([F:20])([F:19])[F:18])=[CH:15][CH:16]=3)[C:4]=2[C:3]=1[C:21]([NH:35][C@H:33]([C:30]1[CH:31]=[CH:32][C:27]([C:26]([OH:25])=[O:36])=[CH:28][CH:29]=1)[CH3:34])=[O:22]. (4) Given the reactants [CH2:1]1[C:9]2[C:8]3[CH:10]=[CH:11][CH:12]=[CH:13][C:7]=3[O:6][C:5]=2[CH2:4][CH2:3][CH:2]1[NH2:14].[C:15]12([C:25](Cl)=[O:26])[CH2:24][CH:19]3[CH2:20][CH:21]([CH2:23][CH:17]([CH2:18]3)[CH2:16]1)[CH2:22]2.C(N(CC)CC)C, predict the reaction product. The product is: [CH:1]1[C:9]2[C:8]3[CH2:10][CH2:11][CH2:12][CH2:13][C:7]=3[O:6][C:5]=2[CH:4]=[CH:3][C:2]=1[NH:14][C:25]([C:15]12[CH2:24][CH:19]3[CH2:18][CH:17]([CH2:23][CH:21]([CH2:20]3)[CH2:22]1)[CH2:16]2)=[O:26].